Dataset: Forward reaction prediction with 1.9M reactions from USPTO patents (1976-2016). Task: Predict the product of the given reaction. (1) Given the reactants [Cl:1][C:2]1[N:7]=[C:6]([CH2:8][OH:9])[C:5]([NH:10][C:11](=[O:17])[O:12][C:13]([CH3:16])([CH3:15])[CH3:14])=[CH:4][CH:3]=1.CC(OI1(OC(C)=O)(OC(C)=O)OC(=O)C2C=CC=CC1=2)=O, predict the reaction product. The product is: [Cl:1][C:2]1[N:7]=[C:6]([CH:8]=[O:9])[C:5]([NH:10][C:11](=[O:17])[O:12][C:13]([CH3:15])([CH3:14])[CH3:16])=[CH:4][CH:3]=1. (2) The product is: [F:26][C:2]([F:1])([F:25])[CH2:3][N:4]1[C:8]([C:9]2[CH:10]=[C:11]3[N:17]([C:16]4[CH:19]=[C:20]([CH2:23][N:30]5[CH2:31][CH2:32][N:27]([CH2:33][CH2:34][OH:35])[CH2:28][CH2:29]5)[CH:21]=[CH:22][C:15]=4[O:14][CH2:13][CH2:12]3)[N:18]=2)=[N:7][CH:6]=[N:5]1. Given the reactants [F:1][C:2]([F:26])([F:25])[CH2:3][N:4]1[C:8]([C:9]2[CH:10]=[C:11]3[N:17]([N:18]=2)[C:16]2[CH:19]=[C:20]([CH:23]=O)[CH:21]=[CH:22][C:15]=2[O:14][CH2:13][CH2:12]3)=[N:7][CH:6]=[N:5]1.[N:27]1([CH2:33][CH2:34][OH:35])[CH2:32][CH2:31][NH:30][CH2:29][CH2:28]1.C(O[BH-](OC(=O)C)OC(=O)C)(=O)C.[Na+].Cl.C(OCC)C, predict the reaction product. (3) Given the reactants [Cl:1][C:2]1[CH:3]=[C:4]([CH:28]=O)[C:5]([O:8][CH2:9][C:10]([N:12]2[CH2:17][CH:16]([CH3:18])[N:15]([CH2:19][C:20]3[CH:25]=[CH:24][C:23]([F:26])=[CH:22][CH:21]=3)[CH2:14][CH:13]2[CH3:27])=[O:11])=[N:6][CH:7]=1.C(=O)([O-])[O-].[K+].[K+].[C:36]([O-:39])(=[O:38])[CH3:37].[CH2:40]([PH+](CC)CC)[CH3:41], predict the reaction product. The product is: [CH2:40]([O:38][C:36](=[O:39])[CH:37]=[CH:28][C:4]1[C:5]([O:8][CH2:9][C:10]([N:12]2[CH2:17][C@H:16]([CH3:18])[N:15]([CH2:19][C:20]3[CH:25]=[CH:24][C:23]([F:26])=[CH:22][CH:21]=3)[CH2:14][C@H:13]2[CH3:27])=[O:11])=[N:6][CH:7]=[C:2]([Cl:1])[CH:3]=1)[CH3:41]. (4) Given the reactants [ClH:1].[CH3:2][C:3]1([CH3:50])[C:7](=[O:8])[N:6]([C@@H:9]([CH2:25][CH:26]([CH3:28])[CH3:27])[CH2:10][NH:11][C@H:12]([C:19]2[CH:24]=[CH:23][CH:22]=[CH:21][CH:20]=2)[CH2:13][C:14]([O:16]CC)=[O:15])[C:5](=[O:29])[N:4]1[CH2:30][C:31]1[CH:36]=[CH:35][C:34]([NH:37][C:38]([NH:40][C:41]2[CH:46]=[CH:45][CH:44]=[CH:43][C:42]=2[CH3:47])=[O:39])=[C:33]([O:48][CH3:49])[CH:32]=1, predict the reaction product. The product is: [ClH:1].[CH3:50][C:3]1([CH3:2])[C:7](=[O:8])[N:6]([C@@H:9]([CH2:25][CH:26]([CH3:28])[CH3:27])[CH2:10][NH:11][C@H:12]([C:19]2[CH:20]=[CH:21][CH:22]=[CH:23][CH:24]=2)[CH2:13][C:14]([OH:16])=[O:15])[C:5](=[O:29])[N:4]1[CH2:30][C:31]1[CH:36]=[CH:35][C:34]([NH:37][C:38]([NH:40][C:41]2[CH:46]=[CH:45][CH:44]=[CH:43][C:42]=2[CH3:47])=[O:39])=[C:33]([O:48][CH3:49])[CH:32]=1. (5) Given the reactants [C:1]([C:4]1[CH:13]=[C:12]([S:14][CH3:15])[C:11]2[C:6](=[CH:7][C:8]([Cl:16])=[CH:9][CH:10]=2)[N:5]=1)([OH:3])=O.[CH2:17]([O:19][C:20]([N:22]1[CH2:27][CH2:26][N:25]([C:28]([CH:30]([NH2:40])[CH2:31][CH2:32][C:33]([O:35]C(C)(C)C)=[O:34])=[O:29])[CH2:24][CH2:23]1)=[O:21])[CH3:18].CCN=C=NCCCN(C)C.Cl.C1C=CC2N(O)N=NC=2C=1, predict the reaction product. The product is: [CH2:17]([O:19][C:20]([N:22]1[CH2:23][CH2:24][N:25]([C:28]([CH:30]([NH:40][C:1]([C:4]2[CH:13]=[C:12]([S:14][CH3:15])[C:11]3[C:6](=[CH:7][C:8]([Cl:16])=[CH:9][CH:10]=3)[N:5]=2)=[O:3])[CH2:31][CH2:32][C:33]([OH:35])=[O:34])=[O:29])[CH2:26][CH2:27]1)=[O:21])[CH3:18]. (6) Given the reactants C(OC(=O)[NH:7][C:8]1[CH:13]=[CH:12][C:11]([O:14][C:15]2[CH:20]=[CH:19][N:18]=[C:17]3[N:21](COCC[Si](C)(C)C)[C:22]([C:24]4[CH:29]=[CH:28][CH:27]=[CH:26][CH:25]=4)=[CH:23][C:16]=23)=[C:10]([F:38])[CH:9]=1)(C)(C)C.Cl, predict the reaction product. The product is: [F:38][C:10]1[CH:9]=[C:8]([NH2:7])[CH:13]=[CH:12][C:11]=1[O:14][C:15]1[CH:20]=[CH:19][N:18]=[C:17]2[NH:21][C:22]([C:24]3[CH:29]=[CH:28][CH:27]=[CH:26][CH:25]=3)=[CH:23][C:16]=12. (7) Given the reactants Cl.[NH2:2][CH:3]([C:8]1[CH:13]=[CH:12][C:11]([C:14]([F:17])([F:16])[F:15])=[C:10]([F:18])[CH:9]=1)[C:4]([CH3:7])([OH:6])[CH3:5].[CH3:19][C:20]1[CH:21]=[N:22][C:23]2[N:24]([N:26]=[CH:27][C:28]=2[C:29](O)=[O:30])[CH:25]=1.Cl.CN(C)CCCN=C=NCC.ON1C2C=CC=CC=2N=N1, predict the reaction product. The product is: [F:18][C:10]1[CH:9]=[C:8]([CH:3]([NH:2][C:29]([C:28]2[CH:27]=[N:26][N:24]3[CH:25]=[C:20]([CH3:19])[CH:21]=[N:22][C:23]=23)=[O:30])[C:4]([OH:6])([CH3:7])[CH3:5])[CH:13]=[CH:12][C:11]=1[C:14]([F:15])([F:16])[F:17]. (8) Given the reactants [F-].C([N+](CCCC)(CCCC)CCCC)CCC.O1CCCC1.O1CCCC1.[CH2:29]([O:36][C:37]1[CH:64]=[CH:63][C:62]([N:65]2[CH2:70][CH2:69][CH:68]([O:71][Si](C(C)(C)C)(C)C)[CH2:67][CH2:66]2)=[CH:61][C:38]=1[C:39]([NH:41][C:42]1[CH:54]=[C:53]([C:55]2[CH:60]=[CH:59][CH:58]=[CH:57][CH:56]=2)[CH:52]=[CH:51][C:43]=1[C:44]([O:46][C:47]([CH3:50])([CH3:49])[CH3:48])=[O:45])=[O:40])[C:30]1[CH:35]=[CH:34][CH:33]=[CH:32][CH:31]=1.O, predict the reaction product. The product is: [CH2:29]([O:36][C:37]1[CH:64]=[CH:63][C:62]([N:65]2[CH2:70][CH2:69][CH:68]([OH:71])[CH2:67][CH2:66]2)=[CH:61][C:38]=1[C:39]([NH:41][C:42]1[CH:54]=[C:53]([C:55]2[CH:56]=[CH:57][CH:58]=[CH:59][CH:60]=2)[CH:52]=[CH:51][C:43]=1[C:44]([O:46][C:47]([CH3:50])([CH3:49])[CH3:48])=[O:45])=[O:40])[C:30]1[CH:31]=[CH:32][CH:33]=[CH:34][CH:35]=1. (9) Given the reactants [CH:1]#[C:2][CH2:3][NH:4][C@H:5]1[C:9]2[CH:10]=[CH:11][CH:12]=[CH:13][C:8]=2[CH2:7][CH2:6]1.[O:14]=[CH:15][C@@H:16]([C@H:18]([C@@H:20]([C@@H:22]([C:24]([OH:26])=[O:25])[OH:23])[OH:21])[OH:19])[OH:17], predict the reaction product. The product is: [CH:1]#[C:2][CH2:3][NH:4][C@H:5]1[C:9]2[CH:10]=[CH:11][CH:12]=[CH:13][C:8]=2[CH2:7][CH2:6]1.[O:14]=[CH:15][C@@H:16]([C@H:18]([C@@H:20]([C@@H:22]([C:24]([O-:26])=[O:25])[OH:23])[OH:21])[OH:19])[OH:17].